This data is from Forward reaction prediction with 1.9M reactions from USPTO patents (1976-2016). The task is: Predict the product of the given reaction. (1) Given the reactants [CH3:1][C:2]1([CH3:18])[O:6][C@H:5]([C@H:7]2[O:11][C:10](=[O:12])[C:9]([OH:13])=[C:8]2[NH:14][CH2:15][CH2:16][CH3:17])[CH2:4][O:3]1.C(=O)([O-])[O-].[K+].[K+].[CH2:25](Br)[C:26]1[CH:31]=[CH:30][CH:29]=[CH:28][CH:27]=1.O, predict the reaction product. The product is: [CH2:25]([O:13][C:9]1[C:10](=[O:12])[O:11][C@H:7]([C@@H:5]2[CH2:4][O:3][C:2]([CH3:18])([CH3:1])[O:6]2)[C:8]=1[NH:14][CH2:15][CH2:16][CH3:17])[C:26]1[CH:31]=[CH:30][CH:29]=[CH:28][CH:27]=1. (2) Given the reactants [H-].[Na+].[C:3]([O:7][C:8]([N:10]1[CH2:16][CH2:15][C:14]2[S:17][C:18]([NH2:20])=[N:19][C:13]=2[CH2:12][CH2:11]1)=[O:9])([CH3:6])([CH3:5])[CH3:4].[CH3:21]I, predict the reaction product. The product is: [C:3]([O:7][C:8]([N:10]1[CH2:16][CH2:15][C:14]2[S:17][C:18]([NH:20][CH3:21])=[N:19][C:13]=2[CH2:12][CH2:11]1)=[O:9])([CH3:6])([CH3:4])[CH3:5]. (3) Given the reactants [CH3:1][O:2][C:3]1[CH:8]=[CH:7][C:6]([N+:9]([O-])=O)=[CH:5][C:4]=1[C:12]1[CH2:13][CH2:14][N:15]([CH3:18])[CH2:16][CH:17]=1.[ClH:19], predict the reaction product. The product is: [ClH:19].[CH3:1][O:2][C:3]1[CH:8]=[CH:7][C:6]([NH2:9])=[CH:5][C:4]=1[C:12]1[CH2:17][CH2:16][N:15]([CH3:18])[CH2:14][CH:13]=1. (4) Given the reactants [CH3:1][C:2]1([CH3:15])[CH2:11][CH2:10][C:9]2[C:4](=[C:5]([CH3:14])[C:6]([CH3:13])=[C:7]([OH:12])[CH:8]=2)[O:3]1.C1N2CN3CN(C2)CN1C3.[C:26](O)(C(F)(F)F)=[O:27], predict the reaction product. The product is: [OH:12][C:7]1[C:6]([CH3:13])=[C:5]([CH3:14])[C:4]2[O:3][C:2]([CH3:15])([CH3:1])[CH2:11][CH2:10][C:9]=2[C:8]=1[CH:26]=[O:27].